From a dataset of NCI-60 drug combinations with 297,098 pairs across 59 cell lines. Regression. Given two drug SMILES strings and cell line genomic features, predict the synergy score measuring deviation from expected non-interaction effect. (1) Drug 1: CN(CCCl)CCCl.Cl. Drug 2: C(CN)CNCCSP(=O)(O)O. Cell line: OVCAR-8. Synergy scores: CSS=12.0, Synergy_ZIP=-2.82, Synergy_Bliss=0.316, Synergy_Loewe=-62.0, Synergy_HSA=-1.27. (2) Drug 1: CCCCCOC(=O)NC1=NC(=O)N(C=C1F)C2C(C(C(O2)C)O)O. Drug 2: C(CN)CNCCSP(=O)(O)O. Cell line: SF-539. Synergy scores: CSS=-2.20, Synergy_ZIP=8.21, Synergy_Bliss=8.98, Synergy_Loewe=-0.124, Synergy_HSA=-0.241. (3) Drug 1: CC12CCC3C(C1CCC2=O)CC(=C)C4=CC(=O)C=CC34C. Drug 2: CCC1(CC2CC(C3=C(CCN(C2)C1)C4=CC=CC=C4N3)(C5=C(C=C6C(=C5)C78CCN9C7C(C=CC9)(C(C(C8N6C=O)(C(=O)OC)O)OC(=O)C)CC)OC)C(=O)OC)O.OS(=O)(=O)O. Cell line: UO-31. Synergy scores: CSS=35.9, Synergy_ZIP=-1.81, Synergy_Bliss=0.532, Synergy_Loewe=1.21, Synergy_HSA=0.843. (4) Drug 1: CS(=O)(=O)CCNCC1=CC=C(O1)C2=CC3=C(C=C2)N=CN=C3NC4=CC(=C(C=C4)OCC5=CC(=CC=C5)F)Cl. Drug 2: C1CN(P(=O)(OC1)NCCCl)CCCl. Cell line: CCRF-CEM. Synergy scores: CSS=-3.39, Synergy_ZIP=0.681, Synergy_Bliss=-2.03, Synergy_Loewe=-6.31, Synergy_HSA=-5.90. (5) Drug 1: CC12CCC3C(C1CCC2O)C(CC4=C3C=CC(=C4)O)CCCCCCCCCS(=O)CCCC(C(F)(F)F)(F)F. Drug 2: CS(=O)(=O)OCCCCOS(=O)(=O)C. Cell line: SK-MEL-28. Synergy scores: CSS=2.95, Synergy_ZIP=0.682, Synergy_Bliss=6.23, Synergy_Loewe=1.55, Synergy_HSA=1.99. (6) Cell line: UACC62. Synergy scores: CSS=14.5, Synergy_ZIP=4.38, Synergy_Bliss=5.24, Synergy_Loewe=4.69, Synergy_HSA=4.72. Drug 1: CC1=C(C(CCC1)(C)C)C=CC(=CC=CC(=CC(=O)O)C)C. Drug 2: CCC1(CC2CC(C3=C(CCN(C2)C1)C4=CC=CC=C4N3)(C5=C(C=C6C(=C5)C78CCN9C7C(C=CC9)(C(C(C8N6C)(C(=O)OC)O)OC(=O)C)CC)OC)C(=O)OC)O.OS(=O)(=O)O. (7) Drug 1: CS(=O)(=O)CCNCC1=CC=C(O1)C2=CC3=C(C=C2)N=CN=C3NC4=CC(=C(C=C4)OCC5=CC(=CC=C5)F)Cl. Drug 2: C1CN(CCN1C(=O)CCBr)C(=O)CCBr. Cell line: COLO 205. Synergy scores: CSS=33.8, Synergy_ZIP=-4.50, Synergy_Bliss=-3.26, Synergy_Loewe=1.28, Synergy_HSA=0.549. (8) Drug 1: C1=NC(=NC(=O)N1C2C(C(C(O2)CO)O)O)N. Drug 2: C1CN(CCN1C(=O)CCBr)C(=O)CCBr. Cell line: HOP-62. Synergy scores: CSS=59.5, Synergy_ZIP=3.93, Synergy_Bliss=3.54, Synergy_Loewe=-8.03, Synergy_HSA=7.60. (9) Drug 1: C1CNP(=O)(OC1)N(CCCl)CCCl. Drug 2: B(C(CC(C)C)NC(=O)C(CC1=CC=CC=C1)NC(=O)C2=NC=CN=C2)(O)O. Cell line: NCIH23. Synergy scores: CSS=43.8, Synergy_ZIP=1.71, Synergy_Bliss=0.986, Synergy_Loewe=-52.0, Synergy_HSA=-0.217. (10) Drug 1: CC12CCC3C(C1CCC2=O)CC(=C)C4=CC(=O)C=CC34C. Drug 2: CC12CCC3C(C1CCC2OP(=O)(O)O)CCC4=C3C=CC(=C4)OC(=O)N(CCCl)CCCl.[Na+]. Cell line: A498. Synergy scores: CSS=-3.80, Synergy_ZIP=-11.8, Synergy_Bliss=-26.4, Synergy_Loewe=-33.0, Synergy_HSA=-26.4.